From a dataset of Catalyst prediction with 721,799 reactions and 888 catalyst types from USPTO. Predict which catalyst facilitates the given reaction. Reactant: [Cl:1][C:2]1[CH:3]=[C:4]([CH:9]=[CH:10][C:11]=1[O:12][CH:13]([CH2:16][F:17])[CH2:14][F:15])[C:5]([O:7]C)=[O:6].[Li+].[OH-].Cl. Product: [Cl:1][C:2]1[CH:3]=[C:4]([CH:9]=[CH:10][C:11]=1[O:12][CH:13]([CH2:14][F:15])[CH2:16][F:17])[C:5]([OH:7])=[O:6]. The catalyst class is: 12.